Dataset: Catalyst prediction with 721,799 reactions and 888 catalyst types from USPTO. Task: Predict which catalyst facilitates the given reaction. (1) Product: [C:1]([C:3]1[CH:8]=[CH:7][C:6]([NH:9][C:10](=[O:18])[CH2:11][CH:12]([CH3:17])[CH2:13][C:14]([NH:36][C:32]2[CH:33]=[CH:34][C:35]3[N:23]([CH2:21][CH3:22])[C:24]4[C:29]([C:30]=3[CH:31]=2)=[CH:28][CH:27]=[CH:26][CH:25]=4)=[O:16])=[CH:5][C:4]=1[O:19][CH3:20])#[N:2]. Reactant: [C:1]([C:3]1[CH:8]=[CH:7][C:6]([NH:9][C:10](=[O:18])[CH2:11][CH:12]([CH3:17])[CH2:13][C:14]([OH:16])=O)=[CH:5][C:4]=1[O:19][CH3:20])#[N:2].[CH2:21]([N:23]1[C:35]2[CH:34]=[CH:33][C:32]([NH2:36])=[CH:31][C:30]=2[C:29]2[C:24]1=[CH:25][CH:26]=[CH:27][CH:28]=2)[CH3:22].CCN(C(C)C)C(C)C.CN(C(ON1N=NC2C=CC=NC1=2)=[N+](C)C)C.F[P-](F)(F)(F)(F)F. The catalyst class is: 18. (2) Reactant: Br[C:2]1[CH:7]=[C:6]([CH2:8][CH3:9])[C:5]([N+:10]([O-:12])=[O:11])=[CH:4][N:3]=1.Cl.[C:14]([O:18][C:19](=[O:25])[NH:20][CH:21]1[CH2:24][NH:23][CH2:22]1)([CH3:17])([CH3:16])[CH3:15].C([O-])([O-])=O.[K+].[K+].O. Product: [C:14]([O:18][C:19](=[O:25])[NH:20][CH:21]1[CH2:24][N:23]([C:2]2[CH:7]=[C:6]([CH2:8][CH3:9])[C:5]([N+:10]([O-:12])=[O:11])=[CH:4][N:3]=2)[CH2:22]1)([CH3:17])([CH3:15])[CH3:16]. The catalyst class is: 3. (3) Reactant: C([O:8][CH2:9][C:10]1([C:15]([OH:17])=[O:16])[CH2:14][CH2:13][CH2:12][O:11]1)C1C=CC=CC=1.N#N. Product: [OH:8][CH2:9][C:10]1([C:15]([OH:17])=[O:16])[CH2:14][CH2:13][CH2:12][O:11]1. The catalyst class is: 19.